Dataset: Retrosynthesis with 50K atom-mapped reactions and 10 reaction types from USPTO. Task: Predict the reactants needed to synthesize the given product. (1) Given the product C=CC[C@@H](O)C[C@H]1C(C)=CC[C@H](C(C)C)[C@H]1C(OC)OC, predict the reactants needed to synthesize it. The reactants are: C=CC[Mg+].COC(OC)[C@H]1[C@@H](CC=O)C(C)=CC[C@@H]1C(C)C. (2) Given the product CCNC1(C(N)=O)CCN(c2c(C)cnc3c(-c4ccc(Cl)cc4)c(-c4ccccc4Cl)nn23)CC1, predict the reactants needed to synthesize it. The reactants are: CCNC1(C(N)=O)CCNCC1.Cc1cnc2c(-c3ccc(Cl)cc3)c(-c3ccccc3Cl)nn2c1Cl. (3) Given the product O=C(NC(Cc1ccc(C(F)(F)F)c(F)c1)C(O)c1ccc(F)cc1)c1ccc(F)c2ccccc12, predict the reactants needed to synthesize it. The reactants are: NC(Cc1ccc(C(F)(F)F)c(F)c1)C(O)c1ccc(F)cc1.O=C(O)c1ccc(F)c2ccccc12. (4) The reactants are: CCN=C=O.Nc1cc(Br)c(I)cn1. Given the product CCNC(=O)Nc1cc(Br)c(I)cn1, predict the reactants needed to synthesize it.